This data is from Reaction yield outcomes from USPTO patents with 853,638 reactions. The task is: Predict the reaction yield, written as a fraction of the theoretical maximum amount of product (1.0 means a 100% yield; for example, 0.34 means a 34% yield). (1) The reactants are [C:1]([C:3]1[C:8]([CH3:9])=[CH:7][C:6]([N+:10]([O-:12])=[O:11])=[CH:5][N:4]=1)#[N:2].[CH3:13][Mg]Br.C(C1C(=O)C(Cl)=C(Cl)C(=O)C=1C#N)#N. The yield is 0.420. The catalyst is C1COCC1. The product is [C:1]([C:3]1[C:8]([CH3:9])=[C:7]([CH3:13])[C:6]([N+:10]([O-:12])=[O:11])=[CH:5][N:4]=1)#[N:2]. (2) The reactants are [CH2:1]([N:3]([CH2:23][CH3:24])[C:4]([CH:6]1[C:18]2[C:17]3[C:12](=[CH:13][CH:14]=[C:15]([F:19])[CH:16]=3)[N:11]([CH2:20][CH2:21][OH:22])[C:10]=2[CH2:9][CH2:8][CH2:7]1)=[O:5])[CH3:2].N1C=CC=CC=1.[CH3:31][S:32](Cl)(=[O:34])=[O:33]. The catalyst is ClCCl. The product is [CH2:23]([N:3]([CH2:1][CH3:2])[C:4]([CH:6]1[C:18]2[C:17]3[C:12](=[CH:13][CH:14]=[C:15]([F:19])[CH:16]=3)[N:11]([CH2:20][CH2:21][O:22][S:32]([CH3:31])(=[O:34])=[O:33])[C:10]=2[CH2:9][CH2:8][CH2:7]1)=[O:5])[CH3:24]. The yield is 0.300. (3) The reactants are F[C:2]1[N:7]=[C:6]([C:8]2[NH:17][C:16](=[O:18])[C:15]3[C:10](=[CH:11][C:12]([O:21][CH3:22])=[CH:13][C:14]=3[O:19][CH3:20])[N:9]=2)[CH:5]=[CH:4][CH:3]=1.[CH3:23][O:24][CH2:25][CH2:26][N:27]1[CH2:32][CH2:31][NH:30][CH2:29][CH2:28]1.CN(C)C(N(C)C)=N. The catalyst is CS(C)=O.C(OCC)(=O)C. The product is [CH3:20][O:19][C:14]1[CH:13]=[C:12]([O:21][CH3:22])[CH:11]=[C:10]2[C:15]=1[C:16](=[O:18])[NH:17][C:8]([C:6]1[CH:5]=[CH:4][CH:3]=[C:2]([N:30]3[CH2:31][CH2:32][N:27]([CH2:26][CH2:25][O:24][CH3:23])[CH2:28][CH2:29]3)[N:7]=1)=[N:9]2. The yield is 0.490. (4) The reactants are Cl.[Cl:2][C:3]1[CH:8]=[CH:7][CH:6]=[CH:5][C:4]=1[C:9]([F:13])([F:12])[CH2:10][NH2:11].[S:14](N)([NH2:17])(=[O:16])=[O:15].C(N(CC)CC)C. The catalyst is O1CCOCC1. The product is [Cl:2][C:3]1[CH:8]=[CH:7][CH:6]=[CH:5][C:4]=1[C:9]([F:12])([F:13])[CH2:10][NH:11][S:14]([NH2:17])(=[O:16])=[O:15]. The yield is 0.380. (5) The reactants are Br[C:2]1[CH:7]=[CH:6][C:5]([S:8]([CH3:11])(=[O:10])=[O:9])=[CH:4][C:3]=1[O:12][CH3:13].[B:14]1([B:14]2[O:18][C:17]([CH3:20])([CH3:19])[C:16]([CH3:22])([CH3:21])[O:15]2)[O:18][C:17]([CH3:20])([CH3:19])[C:16]([CH3:22])([CH3:21])[O:15]1.C([O-])(=O)C.[K+]. The catalyst is O1CCOCC1.Cl[Pd]Cl.C1(P(C2C=CC=CC=2)[C-]2C=CC=C2)C=CC=CC=1.[C-]1(P(C2C=CC=CC=2)C2C=CC=CC=2)C=CC=C1.[Fe+2]. The product is [CH3:13][O:12][C:3]1[CH:4]=[C:5]([S:8]([CH3:11])(=[O:10])=[O:9])[CH:6]=[CH:7][C:2]=1[B:14]1[O:18][C:17]([CH3:20])([CH3:19])[C:16]([CH3:22])([CH3:21])[O:15]1. The yield is 0.590. (6) The reactants are [CH3:1][C:2]([C:13]1[NH:14][C:15]2[C:20]([CH:21]=1)=[CH:19][C:18]([N+:22]([O-])=O)=[CH:17][CH:16]=2)([CH3:12])[CH2:3][NH:4][C:5](=[O:11])[O:6][C:7]([CH3:10])([CH3:9])[CH3:8].C([O-])=O.[NH4+]. The catalyst is C1COCC1.O.[Pd]. The product is [NH2:22][C:18]1[CH:19]=[C:20]2[C:15](=[CH:16][CH:17]=1)[NH:14][C:13]([C:2]([CH3:12])([CH3:1])[CH2:3][NH:4][C:5](=[O:11])[O:6][C:7]([CH3:9])([CH3:8])[CH3:10])=[CH:21]2. The yield is 0.800. (7) The reactants are [NH2:1][C:2]1[CH:3]=[N:4][CH:5]=[CH:6][C:7]=1[N:8]1[CH2:13][CH2:12][CH2:11][C@H:10]([NH:14][C:15](=[O:21])[O:16][C:17]([CH3:20])([CH3:19])[CH3:18])[CH2:9]1.[Br:22][C:23]1[C:27]2=[N:28][C:29]([C:32](O)=[O:33])=[CH:30][CH:31]=[C:26]2[O:25][CH:24]=1.CCN(C(C)C)C(C)C.CN(C(ON1N=NC2C=CC=NC1=2)=[N+](C)C)C.F[P-](F)(F)(F)(F)F. The catalyst is CN(C=O)C. The product is [Br:22][C:23]1[C:27]2=[N:28][C:29]([C:32]([NH:1][C:2]3[CH:3]=[N:4][CH:5]=[CH:6][C:7]=3[N:8]3[CH2:13][CH2:12][CH2:11][C@H:10]([NH:14][C:15](=[O:21])[O:16][C:17]([CH3:18])([CH3:20])[CH3:19])[CH2:9]3)=[O:33])=[CH:30][CH:31]=[C:26]2[O:25][CH:24]=1. The yield is 0.810.